The task is: Predict which catalyst facilitates the given reaction.. This data is from Catalyst prediction with 721,799 reactions and 888 catalyst types from USPTO. (1) The catalyst class is: 6. Reactant: [NH2:1][C:2]1[CH:6]=[C:5]([Br:7])[S:4][C:3]=1[C:8]([O:10]C)=[O:9].C[O-].[Na+].CO.Cl. Product: [NH2:1][C:2]1[CH:6]=[C:5]([Br:7])[S:4][C:3]=1[C:8]([OH:10])=[O:9]. (2) Reactant: [NH2:1][C:2]1[CH:3]=[C:4]([CH:15]=[C:16]([F:18])[CH:17]=1)[O:5][C@@H:6]1[CH2:11][CH2:10][CH2:9][N:8]([C:12](=[O:14])[CH3:13])[CH2:7]1.C(OCC)(=O)C.[ClH:25]. Product: [ClH:25].[NH2:1][C:2]1[CH:3]=[C:4]([CH:15]=[C:16]([F:18])[CH:17]=1)[O:5][C@@H:6]1[CH2:11][CH2:10][CH2:9][N:8]([C:12](=[O:14])[CH3:13])[CH2:7]1. The catalyst class is: 28.